From a dataset of Catalyst prediction with 721,799 reactions and 888 catalyst types from USPTO. Predict which catalyst facilitates the given reaction. Reactant: [NH2:1][C:2]1[CH:7]=[CH:6][C:5]([C:8]2[CH:12]=[C:11]([C:13]([O:15][CH2:16][CH3:17])=[O:14])[O:10][N:9]=2)=[CH:4][CH:3]=1.[F:18][C:19]1[CH:24]=[CH:23][CH:22]=[CH:21][C:20]=1[N:25]=[C:26]=[O:27]. Product: [CH2:16]([O:15][C:13]([C:11]1[O:10][N:9]=[C:8]([C:5]2[CH:4]=[CH:3][C:2]([NH:1][C:26]([NH:25][C:20]3[CH:21]=[CH:22][CH:23]=[CH:24][C:19]=3[F:18])=[O:27])=[CH:7][CH:6]=2)[CH:12]=1)=[O:14])[CH3:17]. The catalyst class is: 1.